Dataset: Full USPTO retrosynthesis dataset with 1.9M reactions from patents (1976-2016). Task: Predict the reactants needed to synthesize the given product. Given the product [CH3:14][C:7]1[CH:6]=[C:5]([C:5]2[CH:10]=[CH:9][C:15]([OH:18])=[CH:7][CH:6]=2)[CH:10]=[CH:9][C:8]=1[N+:11]([O-:13])=[O:12], predict the reactants needed to synthesize it. The reactants are: B(O)O.Cl[C:5]1[CH:10]=[CH:9][C:8]([N+:11]([O-:13])=[O:12])=[C:7]([CH3:14])[CH:6]=1.[C:15]([O-:18])([O-])=O.[Na+].[Na+].